Dataset: Forward reaction prediction with 1.9M reactions from USPTO patents (1976-2016). Task: Predict the product of the given reaction. (1) Given the reactants [C:1](OC(=O)C)(=[O:3])[CH3:2].[NH2:8][C@H:9]([C:14]([OH:16])=[O:15])[C:10]([SH:13])([CH3:12])[CH3:11], predict the reaction product. The product is: [C:1]([NH:8][C@H:9]([C:14]([OH:16])=[O:15])[C:10]([SH:13])([CH3:12])[CH3:11])(=[O:3])[CH3:2]. (2) Given the reactants [NH:1]1[C:5]2[CH:6]=[C:7]([N:10]3[CH:14]([C:15]4[CH:20]=[CH:19][CH:18]=[C:17]([F:21])[C:16]=4[F:22])[C:13]([CH3:23])=[C:12]([O:24][CH3:25])[C:11]3=[O:26])[CH:8]=[CH:9][C:4]=2[N:3]=[CH:2]1.C([O-])(=O)C.[NH4+], predict the reaction product. The product is: [NH:1]1[C:5]2[CH:6]=[C:7]([N:10]3[C@@H:14]([C:15]4[CH:20]=[CH:19][CH:18]=[C:17]([F:21])[C:16]=4[F:22])[C:13]([CH3:23])=[C:12]([O:24][CH3:25])[C:11]3=[O:26])[CH:8]=[CH:9][C:4]=2[N:3]=[CH:2]1. (3) Given the reactants [NH2:1][C:2]1[N:7]=[C:6]([N:8]2[CH2:32][CH2:31][C:11]3([CH2:15][N:14]([C:16]([O:18][CH2:19][C:20]4[CH:25]=[CH:24][CH:23]=[CH:22][CH:21]=4)=[O:17])[C@H:13]([C:26]([O:28][CH2:29][CH3:30])=[O:27])[CH2:12]3)[CH2:10][CH2:9]2)[CH:5]=[C:4]([O:33][C@H:34]([C:39]2[CH:44]=[CH:43][C:42](Cl)=[CH:41][C:40]=2[C:46]2[CH:51]=[CH:50][CH:49]=[C:48]([S:52]([CH3:55])(=[O:54])=[O:53])[CH:47]=2)[C:35]([F:38])([F:37])[F:36])[N:3]=1.[CH3:56][C:57]1[CH:58]=[C:59](B(O)O)[CH:60]=[CH:61][C:62]=1[CH3:63], predict the reaction product. The product is: [NH2:1][C:2]1[N:7]=[C:6]([N:8]2[CH2:32][CH2:31][C:11]3([CH2:15][N:14]([C:16]([O:18][CH2:19][C:20]4[CH:25]=[CH:24][CH:23]=[CH:22][CH:21]=4)=[O:17])[C@H:13]([C:26]([O:28][CH2:29][CH3:30])=[O:27])[CH2:12]3)[CH2:10][CH2:9]2)[CH:5]=[C:4]([O:33][C@H:34]([C:39]2[CH:44]=[CH:43][C:42]([C:59]3[CH:60]=[CH:61][C:62]([CH3:63])=[C:57]([CH3:56])[CH:58]=3)=[CH:41][C:40]=2[C:46]2[CH:51]=[CH:50][CH:49]=[C:48]([S:52]([CH3:55])(=[O:54])=[O:53])[CH:47]=2)[C:35]([F:38])([F:37])[F:36])[N:3]=1. (4) Given the reactants CCN(C(C)C)C(C)C.[C:10]1([C:16]2[NH:20][N:19]=[C:18]([C:21]([NH:23][CH2:24][C:25]([OH:27])=O)=[O:22])[CH:17]=2)[CH:15]=[CH:14][CH:13]=[CH:12][CH:11]=1.C1C=CC2N(O)N=NC=2C=1.CCN=C=NCCCN(C)C.Cl.[F:50][C:51]([F:64])([F:63])[C:52]1[CH:53]=[C:54]([CH:60]=[CH:61][CH:62]=1)[O:55][CH:56]1[CH2:59][NH:58][CH2:57]1, predict the reaction product. The product is: [O:27]=[C:25]([N:58]1[CH2:59][CH:56]([O:55][C:54]2[CH:60]=[CH:61][CH:62]=[C:52]([C:51]([F:50])([F:64])[F:63])[CH:53]=2)[CH2:57]1)[CH2:24][NH:23][C:21]([C:18]1[CH:17]=[C:16]([C:10]2[CH:11]=[CH:12][CH:13]=[CH:14][CH:15]=2)[NH:20][N:19]=1)=[O:22]. (5) Given the reactants C([O:3][C:4]([C:6]1[NH:7][C:8]2[C:13]([CH:14]=1)=[C:12]([O:15][CH2:16][CH:17]([CH3:19])[CH3:18])[CH:11]=[CH:10][CH:9]=2)=[O:5])C.[OH-].[K+].CCO, predict the reaction product. The product is: [CH2:16]([O:15][C:12]1[CH:11]=[CH:10][CH:9]=[C:8]2[C:13]=1[CH:14]=[C:6]([C:4]([OH:5])=[O:3])[NH:7]2)[CH:17]([CH3:19])[CH3:18]. (6) Given the reactants Cl[C:2]1[CH:3]=[C:4]([C:9]2[N:13]3[C:14]4[N:22]=[C:21]([O:23][CH3:24])[CH:20]=[CH:19][C:15]=4[N:16]=[C:17]([CH3:18])[C:12]3=[C:11]([CH3:25])[N:10]=2)[CH:5]=[C:6](Cl)[CH:7]=1.[CH3:26]C1C=CC=CC=1B(O)O.C([O-])([O-])=O.[K+].[K+], predict the reaction product. The product is: [CH3:24][O:23][C:21]1[CH:20]=[CH:19][C:15]2[N:16]=[C:17]([CH3:18])[C:12]3[N:13]([C:9]([C:4]4[CH:5]=[CH:6][CH:7]=[CH:2][C:3]=4[CH3:26])=[N:10][C:11]=3[CH3:25])[C:14]=2[N:22]=1. (7) Given the reactants [CH3:1][NH:2][C:3](=[O:11])[C:4]1[CH:9]=[CH:8][CH:7]=[CH:6][C:5]=1[CH3:10].[CH2:12]1[CH2:23][O:22][C:21]2[CH:20]=[CH:19][C:16](C#N)=[CH:15][C:14]=2[O:13]1, predict the reaction product. The product is: [CH2:12]1[CH2:23][O:22][C:21]2[CH:20]=[CH:19][C:16]([C:1]3[NH:2][C:3](=[O:11])[C:4]4[C:5]([CH:10]=3)=[CH:6][CH:7]=[CH:8][CH:9]=4)=[CH:15][C:14]=2[O:13]1. (8) Given the reactants [Br:1][C:2]1[CH:3]=[CH:4][C:5]2[N:6]([C:8](I)=[CH:9][N:10]=2)[CH:7]=1.[C:12]1(B(O)O)[CH:17]=[CH:16][CH:15]=[CH:14][CH:13]=1, predict the reaction product. The product is: [Br:1][C:2]1[CH:3]=[CH:4][C:5]2[N:6]([C:8]([C:12]3[CH:17]=[CH:16][CH:15]=[CH:14][CH:13]=3)=[CH:9][N:10]=2)[CH:7]=1. (9) Given the reactants [CH:1]1([N:6]2[CH2:12][C:11]([CH3:14])([CH3:13])[C:10](=[O:15])[N:9]([CH3:16])[C:8]3[CH:17]=[N:18][C:19]([NH:21][C:22]4[CH:30]=[CH:29][C:25]([C:26]([OH:28])=O)=[CH:24][C:23]=4[CH3:31])=[N:20][C:7]2=3)[CH2:5][CH2:4][CH2:3][CH2:2]1.ON1C2C=CC=CC=2N=N1.F[P-](F)(F)(F)(F)F.CN(C(N(C)C)=[N+]1C2C=CC=CC=2[N+]([O-])=N1)C.C(N(C(C)C)C(C)C)C.[NH2:75][CH:76]1[CH2:81][CH2:80][N:79]([CH3:82])[CH2:78][CH2:77]1, predict the reaction product. The product is: [CH:1]1([N:6]2[CH2:12][C:11]([CH3:13])([CH3:14])[C:10](=[O:15])[N:9]([CH3:16])[C:8]3[CH:17]=[N:18][C:19]([NH:21][C:22]4[CH:30]=[CH:29][C:25]([C:26]([NH:75][CH:76]5[CH2:81][CH2:80][N:79]([CH3:82])[CH2:78][CH2:77]5)=[O:28])=[CH:24][C:23]=4[CH3:31])=[N:20][C:7]2=3)[CH2:5][CH2:4][CH2:3][CH2:2]1. (10) Given the reactants [Cl:1][C:2]1[CH:20]=[CH:19][C:18]([F:21])=[CH:17][C:3]=1[CH2:4][C:5]1[C:6](I)=[N:7][N:8]2[CH:13]=[CH:12][N:11]([CH3:14])[C:10](=[O:15])[C:9]=12.[C:22]1([C:28](=[N:35][CH2:36][CH:37]2[NH:41][C:40](=[O:42])[CH2:39][CH2:38]2)[C:29]2[CH:34]=[CH:33][CH:32]=[CH:31][CH:30]=2)[CH:27]=[CH:26][CH:25]=[CH:24][CH:23]=1.P([O-])([O-])([O-])=O.[K+].[K+].[K+].CNCCNC, predict the reaction product. The product is: [Cl:1][C:2]1[CH:20]=[CH:19][C:18]([F:21])=[CH:17][C:3]=1[CH2:4][C:5]1[C:6]([N:41]2[C:40](=[O:42])[CH2:39][CH2:38][CH:37]2[CH2:36][N:35]=[C:28]([C:29]2[CH:34]=[CH:33][CH:32]=[CH:31][CH:30]=2)[C:22]2[CH:23]=[CH:24][CH:25]=[CH:26][CH:27]=2)=[N:7][N:8]2[CH:13]=[CH:12][N:11]([CH3:14])[C:10](=[O:15])[C:9]=12.